This data is from Full USPTO retrosynthesis dataset with 1.9M reactions from patents (1976-2016). The task is: Predict the reactants needed to synthesize the given product. (1) Given the product [C:1]([O:20][C:25](=[O:27])[CH2:26][CH2:16][CH2:15][CH2:14][CH2:13][CH2:12][CH2:11][CH2:10][CH2:9][CH2:8][CH2:7][CH2:6][CH2:5][CH2:4][CH2:3][CH2:2][CH3:1])(=[O:19])[CH2:2][CH2:3][CH2:4][CH2:5][CH2:6][CH2:7][CH2:8][CH2:9][CH2:10][CH2:11][CH2:12][CH2:13][CH2:14][CH2:15][CH2:16][CH2:17][CH3:18], predict the reactants needed to synthesize it. The reactants are: [C:1]([OH:20])(=[O:19])[CH2:2][CH2:3][CH2:4][CH2:5][CH2:6][CH2:7][CH2:8][CH2:9][CH2:10][CH2:11][CH2:12][CH2:13][CH2:14][CH2:15][CH2:16][CH2:17][CH3:18].C(O[C:25](=[O:27])[CH3:26])(=O)C. (2) Given the product [C:19]([O:18][C:17]([NH:16][CH2:15][CH2:14][NH:1][C@@H:2]([C:6]([O:8][C:9]([CH3:10])([CH3:12])[CH3:11])=[O:7])[CH:3]([CH3:5])[CH3:4])=[O:23])([CH3:22])([CH3:21])[CH3:20], predict the reactants needed to synthesize it. The reactants are: [NH2:1][C@@H:2]([C:6]([O:8][C:9]([CH3:12])([CH3:11])[CH3:10])=[O:7])[CH:3]([CH3:5])[CH3:4].O=[CH:14][CH2:15][NH:16][C:17](=[O:23])[O:18][C:19]([CH3:22])([CH3:21])[CH3:20].[BH4-].[Na+]. (3) The reactants are: FC1C=CC(NC(=O)NC2C=CC(C3C=C4C(CN([C@@H](C(C)C)C(O)=O)C4=O)=CC=3)=CC=2)=CC=1.[Cl:35][C:36]1[CH:41]=[CH:40][C:39]([NH:42][C:43](=[O:69])[NH:44][C:45]2[CH:50]=[CH:49][C:48]([C:51]3[CH:59]=[C:58]4[C:54]([CH2:55][N:56]([C@@H:61]([CH:66]([CH3:68])[CH3:67])[C:62]([O:64]C)=[O:63])[C:57]4=[O:60])=[CH:53][CH:52]=3)=[CH:47][CH:46]=2)=[C:38]([O:70][C:71]2[CH:76]=[CH:75][CH:74]=[CH:73][CH:72]=2)[CH:37]=1. Given the product [Cl:35][C:36]1[CH:41]=[CH:40][C:39]([NH:42][C:43](=[O:69])[NH:44][C:45]2[CH:46]=[CH:47][C:48]([C:51]3[CH:59]=[C:58]4[C:54]([CH2:55][N:56]([C@@H:61]([CH:66]([CH3:68])[CH3:67])[C:62]([OH:64])=[O:63])[C:57]4=[O:60])=[CH:53][CH:52]=3)=[CH:49][CH:50]=2)=[C:38]([O:70][C:71]2[CH:72]=[CH:73][CH:74]=[CH:75][CH:76]=2)[CH:37]=1, predict the reactants needed to synthesize it. (4) Given the product [Cl:22][C:23]1[N:24]=[C:25]([CH3:31])[NH:26][C:27]=1[C:28]([NH:1][CH2:2][C:3]1[CH:8]=[CH:7][C:6]([CH2:9][CH3:10])=[C:5]([O:11][C:12]2[CH:13]=[C:14]([C:15]#[N:16])[CH:17]=[C:18]([Cl:20])[CH:19]=2)[C:4]=1[F:21])=[O:29], predict the reactants needed to synthesize it. The reactants are: [NH2:1][CH2:2][C:3]1[C:4]([F:21])=[C:5]([O:11][C:12]2[CH:13]=[C:14]([CH:17]=[C:18]([Cl:20])[CH:19]=2)[C:15]#[N:16])[C:6]([CH2:9][CH3:10])=[CH:7][CH:8]=1.[Cl:22][C:23]1[N:24]=[C:25]([CH3:31])[NH:26][C:27]=1[C:28](O)=[O:29].C(Cl)CCl.C1C=CC2N(O)N=NC=2C=1.C([O-])(O)=O.[Na+]. (5) The reactants are: [CH2:1]([O:8][C:9](=[O:23])[NH:10][CH2:11][CH:12]([OH:22])[C:13](=[O:21])[NH:14][C:15]1[CH:20]=[CH:19][CH:18]=[CH:17][CH:16]=1)[C:2]1[CH:7]=[CH:6][CH:5]=[CH:4][CH:3]=1.[CH2:24]1CN([P+](ON2N=NC3C=CC=CC2=3)(N2CCCC2)N2CCCC2)CC1.F[P-](F)(F)(F)(F)F.C1C=CC2N(O)N=NC=2C=1.C(N)C1C=CC=CC=1.CCN(C(C)C)C(C)C. Given the product [CH2:1]([O:8][C:9](=[O:23])[NH:10][CH2:11][CH:12]([C:13](=[O:21])[NH:14][CH2:15][C:20]1[CH:19]=[CH:18][CH:17]=[CH:16][CH:24]=1)[OH:22])[C:2]1[CH:3]=[CH:4][CH:5]=[CH:6][CH:7]=1, predict the reactants needed to synthesize it.